Dataset: Catalyst prediction with 721,799 reactions and 888 catalyst types from USPTO. Task: Predict which catalyst facilitates the given reaction. (1) Reactant: [Br:1][C:2]1[CH:10]=[C:9]2[C:5]([CH2:6][C:7](=[O:11])[NH:8]2)=[CH:4][CH:3]=1.[CH:12]([C:14]1[NH:18][C:17]2[CH2:19][CH2:20][CH2:21][CH2:22][CH2:23][C:16]=2[C:15]=1[CH2:24][CH2:25][C:26]([OH:28])=[O:27])=O.N1CCCCC1. Product: [Br:1][C:2]1[CH:10]=[C:9]2[C:5](/[C:6](=[CH:12]/[C:14]3[NH:18][C:17]4[CH2:19][CH2:20][CH2:21][CH2:22][CH2:23][C:16]=4[C:15]=3[CH2:24][CH2:25][C:26]([OH:28])=[O:27])/[C:7](=[O:11])[NH:8]2)=[CH:4][CH:3]=1. The catalyst class is: 8. (2) Reactant: [OH-].[Na+].[Br:3][C:4]1[CH:5]=[C:6]([C:21]([O:23]C)=[O:22])[CH:7]=[C:8]2[C:13]=1[O:12][C:11]([N:14]1[CH2:19][CH2:18][O:17][CH2:16][CH2:15]1)=[CH:10][C:9]2=[O:20].Cl. Product: [Br:3][C:4]1[CH:5]=[C:6]([C:21]([OH:23])=[O:22])[CH:7]=[C:8]2[C:13]=1[O:12][C:11]([N:14]1[CH2:19][CH2:18][O:17][CH2:16][CH2:15]1)=[CH:10][C:9]2=[O:20]. The catalyst class is: 24. (3) Reactant: Cl.Cl.[NH2:3][CH:4]1[CH2:7][N:6]([C:8]2[C:18]([C:19]#[N:20])=[CH:17][C:11]([C:12]([O:14][CH2:15][CH3:16])=[O:13])=[C:10]([CH3:21])[N:9]=2)[CH2:5]1.CCN(C(C)C)C(C)C.Cl[C:32]1[CH:37]=[CH:36][C:35]([S:38]([N:41]=[C:42]=[O:43])(=[O:40])=[O:39])=[CH:34][CH:33]=1. Product: [C:19]([C:18]1[C:8]([N:6]2[CH2:5][CH:4]([NH:3][C:42]([NH:41][S:38]([C:35]3[CH:34]=[CH:33][CH:32]=[CH:37][CH:36]=3)(=[O:40])=[O:39])=[O:43])[CH2:7]2)=[N:9][C:10]([CH3:21])=[C:11]([CH:17]=1)[C:12]([O:14][CH2:15][CH3:16])=[O:13])#[N:20]. The catalyst class is: 25. (4) Reactant: C([O:8][CH2:9][C:10]([CH2:23][O:24]CC1C=CC=CC=1)([CH2:14][O:15]CC1C=CC=CC=1)[C:11](O)=[O:12])C1C=CC=CC=1.[OH:32][CH2:33][C@H:34]1[O:38][C:37](=[O:39])[N:36]([C:40]2[CH:49]=[C:48]3[C:43]([CH:44]=[C:45]([C:51]4[CH:56]=[CH:55][CH:54]=[CH:53][C:52]=4[C:57]([F:60])([F:59])[F:58])[NH:46][C:47]3=[O:50])=[CH:42][CH:41]=2)[CH2:35]1.[H][H]. Product: [OH:12][CH2:11][C:10]([CH2:23][OH:24])([CH2:14][OH:15])[C:9]([O:32][CH2:33][C@H:34]1[O:38][C:37](=[O:39])[N:36]([C:40]2[CH:49]=[C:48]3[C:43]([CH:44]=[C:45]([C:51]4[CH:56]=[CH:55][CH:54]=[CH:53][C:52]=4[C:57]([F:59])([F:58])[F:60])[NH:46][C:47]3=[O:50])=[CH:42][CH:41]=2)[CH2:35]1)=[O:8]. The catalyst class is: 45. (5) Reactant: [CH2:1]([O:8][C:9]1[CH:14]=[CH:13][C:12]([C:15](I)=[CH2:16])=[CH:11][CH:10]=1)[C:2]1[CH:7]=[CH:6][CH:5]=[CH:4][CH:3]=1.[CH:18]([Sn](CCCC)(CCCC)CCCC)=[CH2:19]. Product: [CH2:1]([O:8][C:9]1[CH:14]=[CH:13][C:12]([C:15](=[CH2:16])[CH:18]=[CH2:19])=[CH:11][CH:10]=1)[C:2]1[CH:7]=[CH:6][CH:5]=[CH:4][CH:3]=1. The catalyst class is: 3.